This data is from Full USPTO retrosynthesis dataset with 1.9M reactions from patents (1976-2016). The task is: Predict the reactants needed to synthesize the given product. (1) Given the product [CH3:1][O:2][C:3]([C:5]1[CH:10]=[N:9][C:8]([CH:11]=[O:16])=[CH:7][N:6]=1)=[O:4], predict the reactants needed to synthesize it. The reactants are: [CH3:1][O:2][C:3]([C:5]1[CH:10]=[N:9][C:8]([CH:11](Br)Br)=[CH:7][N:6]=1)=[O:4].C([OH:16])C. (2) Given the product [F:28][C:27]([F:30])([F:29])[C:25]([OH:31])=[O:26].[F:24][C:21]([F:22])([F:23])[C:16]1[CH:17]=[CH:18][CH:19]=[CH:20][C:15]=1[O:14][CH:11]1[CH2:12][CH2:13][NH:8][CH2:9][CH2:10]1, predict the reactants needed to synthesize it. The reactants are: C(OC([N:8]1[CH2:13][CH2:12][CH:11]([O:14][C:15]2[CH:20]=[CH:19][CH:18]=[CH:17][C:16]=2[C:21]([F:24])([F:23])[F:22])[CH2:10][CH2:9]1)=O)(C)(C)C.[C:25]([OH:31])([C:27]([F:30])([F:29])[F:28])=[O:26]. (3) The reactants are: BrP([CH2:21][C:22]1[CH:31]=[CH:30][C:29]([C:32]#[N:33])=[CH:28][C:23]=1[C:24]([O:26]C)=[O:25])(C1C=CC=CC=1)(C1C=CC=CC=1)C1C=CC=CC=1.CS(C)=O.[H-].[Na+].[Cl:40][C:41]1[CH:42]=[C:43]2[C:47](=[CH:48][CH:49]=1)[N:46]([S:50]([C:53]1[CH:54]=[C:55]([CH:58]=[CH:59][CH:60]=1)[CH:56]=O)(=[O:52])=[O:51])[CH2:45][CH2:44]2. Given the product [C:32]([C:29]1[CH:30]=[CH:31][C:22](/[CH:21]=[CH:56]/[C:55]2[CH:58]=[CH:59][CH:60]=[C:53]([S:50]([N:46]3[C:47]4[C:43](=[CH:42][C:41]([Cl:40])=[CH:49][CH:48]=4)[CH2:44][CH2:45]3)(=[O:52])=[O:51])[CH:54]=2)=[C:23]([CH:28]=1)[C:24]([OH:26])=[O:25])#[N:33], predict the reactants needed to synthesize it. (4) Given the product [CH3:1][NH:2][CH2:3][C@H:4]1[O:8][C@@H:7]([N:9]2[C:18]3[N:17]=[CH:16][N:15]=[C:13]([NH2:14])[C:12]=3[N:11]=[C:10]2[C:19]2[CH:27]=[CH:26][CH:25]=[CH:24][CH:23]=2)[C@H:6]([OH:20])[C@@H:5]1[OH:21], predict the reactants needed to synthesize it. The reactants are: [CH3:1][NH:2][CH2:3][C@H:4]1[O:8][C@@H:7]([N:9]2[C:18]3[N:17]=[CH:16][N:15]=[C:13]([NH2:14])[C:12]=3[N:11]=[C:10]2[CH3:19])[C@H:6]([OH:20])[C@@H:5]1[OH:21].Cl[CH2:23][C@H:24]1O[C@@H:27](N2C3N=CN=C(N)C=3N=C2C2C=CC=CC=2)[C@H:26](O)[C@@H:25]1O. (5) Given the product [Cl:9][C:10]1[CH:11]=[C:12]([C:13]2[O:14][N:7]=[C:4]([CH:3]([OH:6])[CH2:2][CH3:1])[N:5]=2)[CH:16]=[CH:17][CH:18]=1, predict the reactants needed to synthesize it. The reactants are: [CH3:1][CH2:2][CH:3]([OH:6])[C:4]#[N:5].[NH2:7]O.[Cl:9][C:10]1[CH:11]=[C:12]([CH:16]=[CH:17][CH:18]=1)[C:13](Cl)=[O:14].C([O-])(O)=O.[Na+]. (6) Given the product [N+:14]([C:11]1[CH:12]=[C:13]2[C:8](=[CH:9][CH:10]=1)[NH:7][CH:6]=[C:5]([C:17]#[N:18])[C:4]2=[O:19])([O-:16])=[O:15], predict the reactants needed to synthesize it. The reactants are: C(O[C:4](=[O:19])[C:5]([C:17]#[N:18])=[CH:6][NH:7][C:8]1[CH:13]=[CH:12][C:11]([N+:14]([O-:16])=[O:15])=[CH:10][CH:9]=1)C.